This data is from NCI-60 drug combinations with 297,098 pairs across 59 cell lines. The task is: Regression. Given two drug SMILES strings and cell line genomic features, predict the synergy score measuring deviation from expected non-interaction effect. (1) Drug 1: CC(C)NC(=O)C1=CC=C(C=C1)CNNC.Cl. Drug 2: CC1C(C(CC(O1)OC2CC(CC3=C2C(=C4C(=C3O)C(=O)C5=CC=CC=C5C4=O)O)(C(=O)C)O)N)O. Cell line: NCI/ADR-RES. Synergy scores: CSS=15.9, Synergy_ZIP=-4.59, Synergy_Bliss=-2.10, Synergy_Loewe=-13.4, Synergy_HSA=-2.09. (2) Drug 1: C1CC(=O)NC(=O)C1N2CC3=C(C2=O)C=CC=C3N. Drug 2: CC1C(C(CC(O1)OC2CC(CC3=C2C(=C4C(=C3O)C(=O)C5=C(C4=O)C(=CC=C5)OC)O)(C(=O)CO)O)N)O.Cl. Cell line: A549. Synergy scores: CSS=38.1, Synergy_ZIP=0.277, Synergy_Bliss=-1.87, Synergy_Loewe=-3.79, Synergy_HSA=-1.02. (3) Drug 1: CS(=O)(=O)CCNCC1=CC=C(O1)C2=CC3=C(C=C2)N=CN=C3NC4=CC(=C(C=C4)OCC5=CC(=CC=C5)F)Cl. Drug 2: C1CN(P(=O)(OC1)NCCCl)CCCl. Cell line: CAKI-1. Synergy scores: CSS=1.08, Synergy_ZIP=-2.86, Synergy_Bliss=-2.54, Synergy_Loewe=-6.02, Synergy_HSA=-3.27. (4) Drug 1: CC1C(C(CC(O1)OC2CC(CC3=C2C(=C4C(=C3O)C(=O)C5=C(C4=O)C(=CC=C5)OC)O)(C(=O)CO)O)N)O.Cl. Drug 2: CC1OCC2C(O1)C(C(C(O2)OC3C4COC(=O)C4C(C5=CC6=C(C=C35)OCO6)C7=CC(=C(C(=C7)OC)O)OC)O)O. Cell line: NCI-H322M. Synergy scores: CSS=-0.211, Synergy_ZIP=1.72, Synergy_Bliss=1.68, Synergy_Loewe=1.64, Synergy_HSA=-0.832. (5) Drug 1: CC1C(C(CC(O1)OC2CC(CC3=C2C(=C4C(=C3O)C(=O)C5=C(C4=O)C(=CC=C5)OC)O)(C(=O)C)O)N)O.Cl. Synergy scores: CSS=30.0, Synergy_ZIP=2.89, Synergy_Bliss=5.26, Synergy_Loewe=-37.3, Synergy_HSA=4.06. Drug 2: CC(C)CN1C=NC2=C1C3=CC=CC=C3N=C2N. Cell line: HL-60(TB). (6) Drug 2: CS(=O)(=O)OCCCCOS(=O)(=O)C. Drug 1: CC1C(C(=O)NC(C(=O)N2CCCC2C(=O)N(CC(=O)N(C(C(=O)O1)C(C)C)C)C)C(C)C)NC(=O)C3=C4C(=C(C=C3)C)OC5=C(C(=O)C(=C(C5=N4)C(=O)NC6C(OC(=O)C(N(C(=O)CN(C(=O)C7CCCN7C(=O)C(NC6=O)C(C)C)C)C)C(C)C)C)N)C. Synergy scores: CSS=18.8, Synergy_ZIP=-5.60, Synergy_Bliss=-3.03, Synergy_Loewe=-35.7, Synergy_HSA=-2.33. Cell line: SW-620.